From a dataset of Catalyst prediction with 721,799 reactions and 888 catalyst types from USPTO. Predict which catalyst facilitates the given reaction. Reactant: [CH2:1]([O:3][C:4]([C:6]1[C:11](OS(C(F)(F)F)(=O)=O)=[CH:10][CH:9]=[CH:8][N:7]=1)=[O:5])[CH3:2].[F:20][C:21]1[CH:26]=[CH:25][C:24]([F:27])=[CH:23][C:22]=1B(O)O.C([O-])([O-])=O.[Na+].[Na+].O. Product: [CH2:1]([O:3][C:4]([C:6]1[C:11]([C:25]2[CH:26]=[C:21]([F:20])[CH:22]=[CH:23][C:24]=2[F:27])=[CH:10][CH:9]=[CH:8][N:7]=1)=[O:5])[CH3:2]. The catalyst class is: 176.